Dataset: Full USPTO retrosynthesis dataset with 1.9M reactions from patents (1976-2016). Task: Predict the reactants needed to synthesize the given product. (1) The reactants are: [Cl:1][C:2]1[CH:3]=[C:4]([NH2:21])[C:5]([NH2:20])=[CH:6][C:7]=1[O:8][C:9]1[CH:14]=[CH:13][C:12]([C:15]([F:18])([F:17])[F:16])=[CH:11][C:10]=1[Cl:19].[F:22][C:23]([F:31])([F:30])[C:24]([F:29])([F:28])[C:25](O)=O. Given the product [Cl:1][C:2]1[C:7]([O:8][C:9]2[CH:14]=[CH:13][C:12]([C:15]([F:18])([F:16])[F:17])=[CH:11][C:10]=2[Cl:19])=[CH:6][C:5]2[NH:20][C:25]([C:24]([F:29])([F:28])[C:23]([F:31])([F:30])[F:22])=[N:21][C:4]=2[CH:3]=1, predict the reactants needed to synthesize it. (2) Given the product [C:37]([NH:41][S:24]([C:23]1[CH:22]=[N:21][N:10]2[C:11]([NH:12][C:13]3[CH:18]=[CH:17][C:16]([F:19])=[CH:15][C:14]=3[CH3:20])=[C:6]([C:4]([O:3][CH2:1][CH3:2])=[O:5])[CH:7]=[N:8][C:9]=12)(=[O:25])=[O:27])([CH3:40])([CH3:39])[CH3:38], predict the reactants needed to synthesize it. The reactants are: [CH2:1]([O:3][C:4]([C:6]1[CH:7]=[N:8][C:9]2[N:10]([N:21]=[CH:22][C:23]=2[S:24]([OH:27])(=O)=[O:25])[C:11]=1[NH:12][C:13]1[CH:18]=[CH:17][C:16]([F:19])=[CH:15][C:14]=1[CH3:20])=[O:5])[CH3:2].S(Cl)(Cl)=O.CN(C=O)C.[C:37]([NH2:41])([CH3:40])([CH3:39])[CH3:38].C(N(CC)CC)C.Cl.